From a dataset of Full USPTO retrosynthesis dataset with 1.9M reactions from patents (1976-2016). Predict the reactants needed to synthesize the given product. The reactants are: [C:1]12([C:11]3[CH:30]=[CH:29][C:14]([O:15][CH2:16][C:17]4[NH:18][C:19]5[CH:25]=[C:24]([C:26](O)=[O:27])[CH:23]=[CH:22][C:20]=5[N:21]=4)=[CH:13][CH:12]=3)[CH2:10][CH:5]3[CH2:6][CH:7]([CH2:9][CH:3]([CH2:4]3)[CH2:2]1)[CH2:8]2.[Cl-].[NH4+].C(Cl)CCl.C1C=CC2N(O)N=[N:43]C=2C=1.CCN(C(C)C)C(C)C. Given the product [C:1]12([C:11]3[CH:30]=[CH:29][C:14]([O:15][CH2:16][C:17]4[NH:18][C:19]5[CH:25]=[C:24]([C:26]([NH2:43])=[O:27])[CH:23]=[CH:22][C:20]=5[N:21]=4)=[CH:13][CH:12]=3)[CH2:8][CH:7]3[CH2:9][CH:3]([CH2:4][CH:5]([CH2:6]3)[CH2:10]1)[CH2:2]2, predict the reactants needed to synthesize it.